This data is from Full USPTO retrosynthesis dataset with 1.9M reactions from patents (1976-2016). The task is: Predict the reactants needed to synthesize the given product. (1) Given the product [CH2:24]([N:25]1[CH:33]=[C:32]2[C:27]([CH:28]=[CH:29][CH:30]=[CH:31]2)=[N:26]1)[CH2:23][C:22]#[CH:21], predict the reactants needed to synthesize it. The reactants are: CCCC[N+](CCCC)(CCCC)CCCC.[F-].C[Si](C)(C)[C:21]#[C:22][CH2:23][CH2:24][N:25]1[CH:33]=[C:32]2[C:27]([CH:28]=[CH:29][CH:30]=[CH:31]2)=[N:26]1.C[Si](C)(C)C#CCCN1C2C(=CC=CC=2)C=N1.C(N1C2C(=CC=CC=2)C=N1)CC#C. (2) Given the product [N+:27]([C:5]1[CH:4]=[C:3]([CH2:2][N:31]2[CH2:34][CH:33]([C:35]([O:37][CH3:38])=[O:36])[CH2:32]2)[CH:8]=[CH:7][C:6]=1[C:9]1[S:10][C:11]2[C:16]([N:17]=1)=[CH:15][CH:14]=[C:13]([C:18]1([C:21]3[CH:22]=[CH:23][CH:24]=[CH:25][CH:26]=3)[CH2:20][CH2:19]1)[N:12]=2)([O-:29])=[O:28], predict the reactants needed to synthesize it. The reactants are: Br[CH2:2][C:3]1[CH:8]=[CH:7][C:6]([C:9]2[S:10][C:11]3[C:16]([N:17]=2)=[CH:15][CH:14]=[C:13]([C:18]2([C:21]4[CH:26]=[CH:25][CH:24]=[CH:23][CH:22]=4)[CH2:20][CH2:19]2)[N:12]=3)=[C:5]([N+:27]([O-:29])=[O:28])[CH:4]=1.Cl.[NH:31]1[CH2:34][CH:33]([C:35]([O:37][CH3:38])=[O:36])[CH2:32]1.C(N(CC)C(C)C)(C)C.C([O-])(O)=O.[Na+]. (3) Given the product [CH:1]1([N:6]2[C:10]3[N:11]=[C:12]([NH:15][C:21]4[N:26]=[CH:25][C:24]([CH2:27][N:28]5[CH2:33][CH2:32][NH:31][C:30](=[O:34])[CH2:29]5)=[CH:23][CH:22]=4)[N:13]=[CH:14][C:9]=3[C:8]3[CH:16]=[CH:17][N:18]=[CH:19][C:7]2=3)[CH2:2][CH2:3][CH2:4][CH2:5]1, predict the reactants needed to synthesize it. The reactants are: [CH:1]1([N:6]2[C:10]3[N:11]=[C:12]([NH2:15])[N:13]=[CH:14][C:9]=3[C:8]3[CH:16]=[CH:17][N:18]=[CH:19][C:7]2=3)[CH2:5][CH2:4][CH2:3][CH2:2]1.Cl[C:21]1[N:26]=[CH:25][C:24]([CH2:27][N:28]2[CH2:33][CH2:32][NH:31][C:30](=[O:34])[CH2:29]2)=[CH:23][CH:22]=1.CC1(C)C2C=CC=C(P(C3C=CC=CC=3)C3C=CC=CC=3)C=2OC2C1=CC=CC=2P(C1C=CC=CC=1)C1C=CC=CC=1.C(=O)([O-])[O-].[Cs+].[Cs+]. (4) Given the product [NH2:28][C:24]1[CH:23]=[C:22]([C:20]2[N:21]=[C:17]([S:16][CH2:15][C:14]([NH:13][CH2:12][C@@H:8]3[O:9][CH2:10][CH2:11][N:6]([CH2:5][C:4]4[CH:32]=[CH:33][C:34]([Cl:35])=[C:2]([Cl:1])[CH:3]=4)[CH2:7]3)=[O:31])[S:18][CH:19]=2)[CH:27]=[CH:26][CH:25]=1, predict the reactants needed to synthesize it. The reactants are: [Cl:1][C:2]1[CH:3]=[C:4]([CH:32]=[CH:33][C:34]=1[Cl:35])[CH2:5][N:6]1[CH2:11][CH2:10][O:9][C@@H:8]([CH2:12][NH:13][C:14](=[O:31])[CH2:15][S:16][C:17]2[S:18][CH:19]=[C:20]([C:22]3[CH:27]=[CH:26][CH:25]=[C:24]([N+:28]([O-])=O)[CH:23]=3)[N:21]=2)[CH2:7]1.[Cl-].[NH4+]. (5) Given the product [CH2:1]([C@@H:5]1[CH2:6][NH:7][CH2:8][CH2:9][NH:10]1)[CH2:2][CH2:3][CH3:4], predict the reactants needed to synthesize it. The reactants are: [CH2:1]([C@H:5]1[NH:10][C:9](=O)[CH2:8][NH:7][C:6]1=O)[CH2:2][CH2:3][CH3:4].[H-].[Al+3].[Li+].[H-].[H-].[H-]. (6) Given the product [CH3:13][N:12]1[C:8]([C:4]2[CH:3]=[C:2]([NH:29][C:17]3[O:16][N:15]=[C:19]4[C:20]5[CH:28]=[CH:27][CH:26]=[CH:25][C:21]=5[O:22][CH2:23][CH2:24][C:18]=34)[CH:7]=[CH:6][CH:5]=2)=[CH:9][N:10]=[C:11]1[CH3:14], predict the reactants needed to synthesize it. The reactants are: Br[C:2]1[CH:7]=[CH:6][CH:5]=[C:4]([C:8]2[N:12]([CH3:13])[C:11]([CH3:14])=[N:10][CH:9]=2)[CH:3]=1.[N:15]1[O:16][C:17]([NH2:29])=[C:18]2[CH2:24][CH2:23][O:22][C:21]3[CH:25]=[CH:26][CH:27]=[CH:28][C:20]=3[C:19]=12.CC(C)([O-])C.[Na+].C1(C2C=CC=CC=2)C=CC=CC=1P(C(C)(C)C)C(C)(C)C. (7) Given the product [OH:1][C:2]1[CH:11]=[CH:10][C:5]2[C:6](=[O:9])[CH2:7][O:8][C:4]=2[C:3]=1[CH2:25][N:22]1[CH2:23][CH2:24][N:19]([C:17]([O:16][C:12]([CH3:15])([CH3:13])[CH3:14])=[O:18])[CH2:20][CH2:21]1, predict the reactants needed to synthesize it. The reactants are: [OH:1][C:2]1[CH:11]=[CH:10][C:5]2[C:6](=[O:9])[CH2:7][O:8][C:4]=2[CH:3]=1.[C:12]([O:16][C:17]([N:19]1[CH2:24][CH2:23][NH:22][CH2:21][CH2:20]1)=[O:18])([CH3:15])([CH3:14])[CH3:13].[CH2:25]=O.